This data is from Reaction yield outcomes from USPTO patents with 853,638 reactions. The task is: Predict the reaction yield, written as a fraction of the theoretical maximum amount of product (1.0 means a 100% yield; for example, 0.34 means a 34% yield). The reactants are [Br:1][C:2]1[N:6]2[N:7]=[C:8](F)[CH:9]=[CH:10][C:5]2=[N:4][CH:3]=1.[NH2:12][CH2:13][C@H:14]1[N:18]([CH2:19][CH2:20][CH:21]([CH3:23])[CH3:22])[C:17](=[O:24])[CH2:16][CH2:15]1. No catalyst specified. The product is [Br:1][C:2]1[N:6]2[N:7]=[C:8]([NH:12][CH2:13][C@H:14]3[N:18]([CH2:19][CH2:20][CH:21]([CH3:22])[CH3:23])[C:17](=[O:24])[CH2:16][CH2:15]3)[CH:9]=[CH:10][C:5]2=[N:4][CH:3]=1. The yield is 0.600.